From a dataset of Full USPTO retrosynthesis dataset with 1.9M reactions from patents (1976-2016). Predict the reactants needed to synthesize the given product. (1) Given the product [CH2:20]([N:8]([CH2:7][C:6]1[CH:22]=[CH:23][C:3]([CH2:2][NH:1][CH2:36][C:32]2[NH:31][CH:35]=[CH:34][N:33]=2)=[CH:4][CH:5]=1)[CH2:9][CH2:10][CH2:11][CH2:12][N:13]([CH2:17][CH2:18][CH3:19])[CH2:14][CH2:15][CH3:16])[CH3:21], predict the reactants needed to synthesize it. The reactants are: [NH2:1][CH2:2][C:3]1[CH:23]=[CH:22][C:6]([CH2:7][N:8]([CH2:20][CH3:21])[CH2:9][CH2:10][CH2:11][CH2:12][N:13]([CH2:17][CH2:18][CH3:19])[CH2:14][CH2:15][CH3:16])=[CH:5][CH:4]=1.C(OC)(OC)OC.[NH:31]1[CH:35]=[CH:34][N:33]=[C:32]1[CH:36]=O.[BH4-].[Na+]. (2) Given the product [Cl:1][C:2]1[CH:15]=[C:14]([Cl:16])[C:13]([O:17][C:18]2[N:22]([CH3:23])[N:21]=[C:20]([CH3:24])[C:19]=2[CH2:25][CH2:26][CH3:27])=[CH:12][C:3]=1[O:4][CH:5]([CH3:11])[C:6]([O:8][CH2:9][CH3:10])=[O:7], predict the reactants needed to synthesize it. The reactants are: [Cl:1][C:2]1[CH:15]=[C:14]([Cl:16])[C:13]([O:17][C:18]2[N:22]([CH3:23])[N:21]=[C:20]([CH3:24])[C:19]=2[CH:25]=[CH:26][CH3:27])=[CH:12][C:3]=1[O:4][CH:5]([CH3:11])[C:6]([O:8][CH2:9][CH3:10])=[O:7]. (3) Given the product [NH:15]1[CH2:16][CH:17]([CH2:19][N:20]([CH3:25])[CH:21]2[CH2:22][O:23][CH2:24]2)[CH2:18]1, predict the reactants needed to synthesize it. The reactants are: FC(F)(F)C(O)=O.C(OC([N:15]1[CH2:18][CH:17]([CH2:19][N:20]([CH3:25])[CH:21]2[CH2:24][O:23][CH2:22]2)[CH2:16]1)=O)(C)(C)C. (4) Given the product [Cl:1][C:2]1[CH:3]=[C:4]([C:9]2([C:32]([F:33])([F:35])[F:34])[O:13][N:12]=[C:11]([C:14]3[CH:19]=[CH:18][C:17]([C:20]4([F:31])[CH2:23][NH:22][CH2:21]4)=[CH:16][CH:15]=3)[CH2:10]2)[CH:5]=[C:6]([Cl:8])[CH:7]=1, predict the reactants needed to synthesize it. The reactants are: [Cl:1][C:2]1[CH:3]=[C:4]([C:9]2([C:32]([F:35])([F:34])[F:33])[O:13][N:12]=[C:11]([C:14]3[CH:19]=[CH:18][C:17]([C:20]4([F:31])[CH2:23][N:22](C(OC(C)(C)C)=O)[CH2:21]4)=[CH:16][CH:15]=3)[CH2:10]2)[CH:5]=[C:6]([Cl:8])[CH:7]=1.Cl.C(Cl)Cl.